From a dataset of Forward reaction prediction with 1.9M reactions from USPTO patents (1976-2016). Predict the product of the given reaction. (1) Given the reactants [CH:1]1([C:4]2[NH:8][N:7]=[C:6]([NH:9][C:10]3[C:15]([N+:16]([O-])=O)=[CH:14][N:13]=[C:12]([NH:19][C@H:20]([C:22]4[CH:27]=[CH:26][C:25]([F:28])=[CH:24][CH:23]=4)[CH3:21])[CH:11]=3)[CH:5]=2)[CH2:3][CH2:2]1.[Cl-].[NH4+].C([O-])(=O)C.[NH4+], predict the reaction product. The product is: [CH:1]1([C:4]2[NH:8][N:7]=[C:6]([NH:9][C:10]3[C:15]([NH2:16])=[CH:14][N:13]=[C:12]([NH:19][C@H:20]([C:22]4[CH:23]=[CH:24][C:25]([F:28])=[CH:26][CH:27]=4)[CH3:21])[CH:11]=3)[CH:5]=2)[CH2:3][CH2:2]1. (2) Given the reactants [C:1]1(=[O:7])[CH:5]=[CH:4][C:3](=[O:6])[CH2:2]1.[C:8]([O-])([O-])([O:12][CH2:13]C)[CH2:9][CH2:10]C, predict the reaction product. The product is: [CH3:13][O:12][C:8](=[C:2]1[C:3](=[O:6])[CH:4]=[CH:5][C:1]1=[O:7])[CH2:9][CH3:10]. (3) Given the reactants Cl[C:2]1[S:3][CH:4]=[CH:5][C:6]=1[N+:7]([O-])=O.C([Sn](CCCC)(CCCC)[C:15]1[N:16]=[CH:17][S:18][CH:19]=1)CCC, predict the reaction product. The product is: [S:18]1[CH:19]=[C:15]([C:2]2[S:3][CH:4]=[CH:5][C:6]=2[NH2:7])[N:16]=[CH:17]1. (4) Given the reactants [NH2:1][C:2]1[CH:3]=[CH:4][C:5]([CH3:21])=[C:6]([C:8]2[CH:13]=[CH:12][C:11]([C:14]([NH:16][CH2:17][CH:18]3[CH2:20][CH2:19]3)=[O:15])=[CH:10][CH:9]=2)[CH:7]=1.[O:22]1[CH:26]=[CH:25][CH:24]=[C:23]1[C:27](O)=[O:28], predict the reaction product. The product is: [CH:18]1([CH2:17][NH:16][C:14]([C:11]2[CH:12]=[CH:13][C:8]([C:6]3[C:5]([CH3:21])=[CH:4][CH:3]=[C:2]([NH:1][C:27]([C:23]4[O:22][CH:26]=[CH:25][CH:24]=4)=[O:28])[CH:7]=3)=[CH:9][CH:10]=2)=[O:15])[CH2:20][CH2:19]1.